Dataset: Forward reaction prediction with 1.9M reactions from USPTO patents (1976-2016). Task: Predict the product of the given reaction. (1) The product is: [F:34][C:2]([F:1])([F:33])[CH:3]([NH:14][C:15]([C:17]1[O:18][C:19]2[CH:25]=[C:24]([C:26]([OH:28])=[O:27])[CH:23]=[CH:22][C:20]=2[CH:21]=1)=[O:16])[C:4]1[CH:9]=[CH:8][CH:7]=[C:6]([C:10]([F:11])([F:12])[F:13])[CH:5]=1. Given the reactants [F:1][C:2]([F:34])([F:33])[CH:3]([NH:14][C:15]([C:17]1[O:18][C:19]2[CH:25]=[C:24]([C:26]([O:28]C(C)(C)C)=[O:27])[CH:23]=[CH:22][C:20]=2[CH:21]=1)=[O:16])[C:4]1[CH:9]=[CH:8][CH:7]=[C:6]([C:10]([F:13])([F:12])[F:11])[CH:5]=1.FC(F)(F)C(O)=O, predict the reaction product. (2) The product is: [Br:18][C:19]1[CH:20]=[CH:21][C:22]([C@@H:25]2[CH2:27][C@H:26]2[N:28]([CH2:29][CH:30]2[CH2:35][CH2:34][N:33]([C:36]([O:38][C:39]([CH3:42])([CH3:41])[CH3:40])=[O:37])[CH2:32][CH2:31]2)[C:8]([O:7][C:4]([CH3:6])([CH3:5])[CH3:3])=[O:9])=[CH:23][CH:24]=1. Given the reactants [OH-].[Na+].[CH3:3][C:4]([O:7][C:8](O[C:8]([O:7][C:4]([CH3:6])([CH3:5])[CH3:3])=[O:9])=[O:9])([CH3:6])[CH3:5].[Br:18][C:19]1[CH:24]=[CH:23][C:22]([C@@H:25]2[CH2:27][C@H:26]2[NH:28][CH2:29][CH:30]2[CH2:35][CH2:34][N:33]([C:36]([O:38][C:39]([CH3:42])([CH3:41])[CH3:40])=[O:37])[CH2:32][CH2:31]2)=[CH:21][CH:20]=1.O, predict the reaction product. (3) Given the reactants [ClH:1].C(OC(=O)[NH:8][CH2:9][CH2:10][NH:11][S:12]([C:15]1[C:16]2[CH:17]=[CH:18][N:19]=[CH:20][C:21]=2[CH:22]=[C:23]([C:25]2[CH:30]=[CH:29][CH:28]=[CH:27][CH:26]=2)[CH:24]=1)(=[O:14])=[O:13])(C)(C)C.CO, predict the reaction product. The product is: [ClH:1].[ClH:1].[NH2:8][CH2:9][CH2:10][NH:11][S:12]([C:15]1[C:16]2[CH:17]=[CH:18][N:19]=[CH:20][C:21]=2[CH:22]=[C:23]([C:25]2[CH:30]=[CH:29][CH:28]=[CH:27][CH:26]=2)[CH:24]=1)(=[O:14])=[O:13]. (4) Given the reactants C([O:4][CH2:5][C:6]1[CH:11]=[CH:10][C:9]([C:12]2[N:13]=[C:14]([NH:27][C:28](=[O:30])[CH3:29])[S:15][C:16]=2[C:17]2[CH:22]=[CH:21][C:20]([S:23]([CH3:26])(=[O:25])=[O:24])=[CH:19][CH:18]=2)=[CH:8][CH:7]=1)(=O)C.C(=O)([O-])[O-].[K+].[K+].Cl, predict the reaction product. The product is: [OH:4][CH2:5][C:6]1[CH:11]=[CH:10][C:9]([C:12]2[N:13]=[C:14]([NH:27][C:28](=[O:30])[CH3:29])[S:15][C:16]=2[C:17]2[CH:22]=[CH:21][C:20]([S:23]([CH3:26])(=[O:25])=[O:24])=[CH:19][CH:18]=2)=[CH:8][CH:7]=1.